From a dataset of NCI-60 drug combinations with 297,098 pairs across 59 cell lines. Regression. Given two drug SMILES strings and cell line genomic features, predict the synergy score measuring deviation from expected non-interaction effect. (1) Drug 1: CS(=O)(=O)CCNCC1=CC=C(O1)C2=CC3=C(C=C2)N=CN=C3NC4=CC(=C(C=C4)OCC5=CC(=CC=C5)F)Cl. Drug 2: B(C(CC(C)C)NC(=O)C(CC1=CC=CC=C1)NC(=O)C2=NC=CN=C2)(O)O. Cell line: SF-268. Synergy scores: CSS=13.1, Synergy_ZIP=-1.84, Synergy_Bliss=-2.68, Synergy_Loewe=-31.3, Synergy_HSA=-1.51. (2) Drug 1: C1=NC2=C(N1)C(=S)N=C(N2)N. Drug 2: COC1=NC(=NC2=C1N=CN2C3C(C(C(O3)CO)O)O)N. Cell line: NCI/ADR-RES. Synergy scores: CSS=27.8, Synergy_ZIP=3.89, Synergy_Bliss=5.05, Synergy_Loewe=-17.9, Synergy_HSA=0.529. (3) Drug 1: COC1=NC(=NC2=C1N=CN2C3C(C(C(O3)CO)O)O)N. Drug 2: C(CCl)NC(=O)N(CCCl)N=O. Cell line: RPMI-8226. Synergy scores: CSS=8.61, Synergy_ZIP=-7.13, Synergy_Bliss=-11.2, Synergy_Loewe=-7.34, Synergy_HSA=-7.05. (4) Drug 1: CN(C)C1=NC(=NC(=N1)N(C)C)N(C)C. Drug 2: CCCCC(=O)OCC(=O)C1(CC(C2=C(C1)C(=C3C(=C2O)C(=O)C4=C(C3=O)C=CC=C4OC)O)OC5CC(C(C(O5)C)O)NC(=O)C(F)(F)F)O. Cell line: SF-268. Synergy scores: CSS=-4.82, Synergy_ZIP=1.26, Synergy_Bliss=-0.364, Synergy_Loewe=-3.36, Synergy_HSA=-5.85.